From a dataset of Full USPTO retrosynthesis dataset with 1.9M reactions from patents (1976-2016). Predict the reactants needed to synthesize the given product. Given the product [CH:10]12[CH2:16][CH:14]([CH2:13][NH:12][CH2:11]1)[CH2:15][NH:8][CH2:9]2, predict the reactants needed to synthesize it. The reactants are: C([N:8]1[CH2:15][CH:14]2[CH2:16][CH:10]([CH2:11][N:12](CC3C=CC=CC=3)[CH2:13]2)[CH2:9]1)C1C=CC=CC=1.Cl.